Dataset: Full USPTO retrosynthesis dataset with 1.9M reactions from patents (1976-2016). Task: Predict the reactants needed to synthesize the given product. (1) Given the product [F:1][C:2]1[CH:3]=[C:4]([C@H:26]2[CH2:30][NH:29][C@H:28]([CH2:38][OH:39])[CH2:27]2)[CH:5]=[CH:6][C:7]=1[C:8]1[S:9][C:10]2[C:15]([N:16]=1)=[CH:14][CH:13]=[C:12]([C:17]1([C:20]3[CH:25]=[CH:24][CH:23]=[CH:22][CH:21]=3)[CH2:19][CH2:18]1)[N:11]=2, predict the reactants needed to synthesize it. The reactants are: [F:1][C:2]1[CH:3]=[C:4]([C@H:26]2[CH2:30][N:29](C(OC(C)(C)C)=O)[C@H:28]([CH2:38][OH:39])[CH2:27]2)[CH:5]=[CH:6][C:7]=1[C:8]1[S:9][C:10]2[C:15]([N:16]=1)=[CH:14][CH:13]=[C:12]([C:17]1([C:20]3[CH:25]=[CH:24][CH:23]=[CH:22][CH:21]=3)[CH2:19][CH2:18]1)[N:11]=2.FC(F)(F)C(O)=O. (2) The reactants are: [O:1]1[C:6]2[CH:7]=[C:8]([C:11](=[O:22])[C@@H:12]([NH:14][C:15](=[O:21])[O:16][C:17]([CH3:20])([CH3:19])[CH3:18])[CH3:13])[CH:9]=[CH:10][C:5]=2[CH2:4][O:3][CH2:2]1.C(O[Al](OC(C)C)OC(C)C)(C)C.CC(O)C.Cl. Given the product [O:1]1[C:6]2[CH:7]=[C:8]([C@@H:11]([OH:22])[C@@H:12]([NH:14][C:15](=[O:21])[O:16][C:17]([CH3:19])([CH3:18])[CH3:20])[CH3:13])[CH:9]=[CH:10][C:5]=2[CH2:4][O:3][CH2:2]1, predict the reactants needed to synthesize it. (3) Given the product [CH3:1][S:2]([O:28][CH2:27][CH2:26][O:25][C:24]1[CH:23]=[CH:22][C:21]([C:20]#[C:19][C:16]2[CH:15]=[N:14][C:13]([C:10]3[CH:9]=[CH:8][C:7]([Cl:6])=[CH:12][CH:11]=3)=[CH:18][N:17]=2)=[CH:30][CH:29]=1)(=[O:4])=[O:3], predict the reactants needed to synthesize it. The reactants are: [CH3:1][S:2](Cl)(=[O:4])=[O:3].[Cl:6][C:7]1[CH:12]=[CH:11][C:10]([C:13]2[N:14]=[CH:15][C:16]([C:19]#[C:20][C:21]3[CH:30]=[CH:29][C:24]([O:25][CH2:26][CH2:27][OH:28])=[CH:23][CH:22]=3)=[N:17][CH:18]=2)=[CH:9][CH:8]=1.N1C=CC=CC=1. (4) Given the product [Br:3][C:4]1[CH:5]=[CH:6][C:7]([C:10]2([C:11]([O:13][CH3:14])=[O:12])[CH2:20][CH2:19][CH2:18][CH2:17][CH2:16]2)=[CH:8][CH:9]=1, predict the reactants needed to synthesize it. The reactants are: [H-].[Na+].[Br:3][C:4]1[CH:9]=[CH:8][C:7]([CH2:10][C:11]([O:13][CH3:14])=[O:12])=[CH:6][CH:5]=1.I[CH2:16][CH2:17][CH2:18][CH2:19][CH2:20]I. (5) The reactants are: Cl[C:2]1[N:7]([CH2:8][C:9]2[CH:16]=[C:15]([F:17])[CH:14]=[CH:13][C:10]=2[C:11]#[N:12])[C:6](=[O:18])[N:5]([CH3:19])[C:4](=[O:20])[CH:3]=1.Cl.Cl.[NH2:23][C@@H:24]1[CH2:29][CH2:28][CH2:27][NH:26][CH2:25]1. Given the product [NH2:23][CH:24]1[CH2:29][CH2:28][CH2:27][N:26]([C:2]2[N:7]([CH2:8][C:9]3[CH:16]=[C:15]([F:17])[CH:14]=[CH:13][C:10]=3[C:11]#[N:12])[C:6](=[O:18])[N:5]([CH3:19])[C:4](=[O:20])[CH:3]=2)[CH2:25]1, predict the reactants needed to synthesize it.